Binary Classification. Given a miRNA mature sequence and a target amino acid sequence, predict their likelihood of interaction. From a dataset of Experimentally validated miRNA-target interactions with 360,000+ pairs, plus equal number of negative samples. The miRNA is hsa-miR-301b-5p with sequence GCUCUGACGAGGUUGCACUACU. The protein sequence of the target gene is MSSAWKTPRGSDAMPEIMVKIIGSKHFQYLVEKPKIKENDSLKTETQTMHQKPMTDNARQMSRDTPVPINFTDQQTTDNPDDVKEKKHPENNQKSENNQKLLTGANSSRFLDGNIPSQANVHCSSVPTGDQSLSYVHGIPRRKLRDWSLEQMVRGSSDQPEDIGQSPSGTTNEDAFLLALVRRELKSRPLSSNLLEKLQKELKILDPISSGFLLQSQLSRLFLKHEVPLQLPTVKILCQRFSKRGSPEMVNYEKLLWFLNSAASDYPQQNKAAADLRKTESHGTHSQSTPPQHSSSQPEV.... Result: 1 (interaction).